Dataset: Catalyst prediction with 721,799 reactions and 888 catalyst types from USPTO. Task: Predict which catalyst facilitates the given reaction. (1) Reactant: Cl.[O:2]1[C:8]2[CH:9]=[CH:10][C:11]([C:13]3[CH:14]=[C:15]4[NH:21][C:20]([NH:22]C(=O)OCC5C=CC=CC=5)=[N:19][C:16]4=[N:17][CH:18]=3)=[CH:12][C:7]=2[CH2:6][NH:5][CH2:4][CH2:3]1.Cl[C:34]1[C:39]([CH:40]([CH3:42])[CH3:41])=[C:38]([CH3:43])[N:37]=[C:36]([NH2:44])[N:35]=1.C(N(C(C)C)CC)(C)C. Product: [NH2:44][C:36]1[N:35]=[C:34]([N:5]2[CH2:6][C:7]3[CH:12]=[C:11]([C:13]4[CH:14]=[C:15]5[N:21]=[C:20]([NH2:22])[NH:19][C:16]5=[N:17][CH:18]=4)[CH:10]=[CH:9][C:8]=3[O:2][CH2:3][CH2:4]2)[C:39]([CH:40]([CH3:41])[CH3:42])=[C:38]([CH3:43])[N:37]=1. The catalyst class is: 179. (2) Reactant: [CH:1]1[CH:2]=[CH:3][C:4]2[NH:15][C:14]3[CH:13]=[CH:12][CH:11]=[CH:10][C:9]=3[CH:8]=[CH:7][C:5]=2[CH:6]=1.O=[CH:17][CH2:18][CH2:19][CH2:20][CH2:21][CH2:22][NH:23][C:24](=[O:30])[O:25][C:26]([CH3:29])([CH3:28])[CH3:27].C([Sn](Cl)(Cl)CCCC)CCC.C1([SiH](C2C=CC=CC=2)C2C=CC=CC=2)C=CC=CC=1. Product: [CH:10]1[C:9]2[CH:8]=[CH:7][C:5]3[CH:6]=[CH:1][CH:2]=[CH:3][C:4]=3[N:15]([CH2:17][CH2:18][CH2:19][CH2:20][CH2:21][CH2:22][NH:23][C:24](=[O:30])[O:25][C:26]([CH3:29])([CH3:28])[CH3:27])[C:14]=2[CH:13]=[CH:12][CH:11]=1. The catalyst class is: 1.